This data is from Reaction yield outcomes from USPTO patents with 853,638 reactions. The task is: Predict the reaction yield, written as a fraction of the theoretical maximum amount of product (1.0 means a 100% yield; for example, 0.34 means a 34% yield). (1) The reactants are [CH2:1]([C:3]1[CH:8]=[CH:7][CH:6]=[C:5]([CH2:9][CH3:10])[C:4]=1[CH2:11]O)[CH3:2].O=S(Cl)[Cl:15]. The catalyst is CN(C=O)C.C1(C)C=CC=CC=1. The product is [Cl:15][CH2:11][C:4]1[C:3]([CH2:1][CH3:2])=[CH:8][CH:7]=[CH:6][C:5]=1[CH2:9][CH3:10]. The yield is 0.970. (2) The yield is 0.550. The product is [CH3:20][N:2]([CH3:1])[C:3]1[CH:4]=[CH:5][C:6]([N:9]=[N:10][C:11]2[CH:12]=[CH:13][C:14]([C:15]([NH:21][CH2:22][CH2:23][CH2:24][CH2:25][CH2:26][CH2:27][C:28]([O:30][CH3:31])=[O:29])=[O:17])=[CH:18][CH:19]=2)=[CH:7][CH:8]=1. No catalyst specified. The reactants are [CH3:1][N:2]([CH3:20])[C:3]1[CH:8]=[CH:7][C:6]([N:9]=[N:10][C:11]2[CH:19]=[CH:18][C:14]([C:15]([OH:17])=O)=[CH:13][CH:12]=2)=[CH:5][CH:4]=1.[NH2:21][CH2:22][CH2:23][CH2:24][CH2:25][CH2:26][CH2:27][C:28]([O:30][CH3:31])=[O:29]. (3) The product is [CH3:16][O:17][C:18]([CH3:23])([CH3:22])[C:19]([NH:15][C:12]1[CH:11]=[CH:10][C:9]([C:8]#[C:7][C:1]2[CH:6]=[CH:5][CH:4]=[CH:3][CH:2]=2)=[CH:14][N:13]=1)=[O:20]. The reactants are [C:1]1([C:7]#[C:8][C:9]2[CH:10]=[CH:11][C:12]([NH2:15])=[N:13][CH:14]=2)[CH:6]=[CH:5][CH:4]=[CH:3][CH:2]=1.[CH3:16][O:17][C:18]([CH3:23])([CH3:22])[C:19](O)=[O:20].F[B-](F)(F)F.BrC1C=CC=C[N+]=1CC.CCN(C(C)C)C(C)C. The catalyst is ClCCl. The yield is 0.460.